Dataset: Forward reaction prediction with 1.9M reactions from USPTO patents (1976-2016). Task: Predict the product of the given reaction. Given the reactants [CH3:1][C:2]1[CH:3]=[C:4]([OH:17])[CH:5]=[CH:6][C:7]=1B1OC(C)(C)C(C)(C)O1.[CH3:18][O:19][C:20]([C:22]1[C:30]2[C:25](=[CH:26][C:27](Br)=[CH:28][CH:29]=2)[NH:24][CH:23]=1)=[O:21].[C:32](=O)([O-])[O-].[K+].[K+].Cl, predict the reaction product. The product is: [CH3:18][O:19][C:20]([C:22]1[C:30]2[C:25](=[CH:26][C:27]([C:7]3[CH:6]=[CH:5][C:4]([OH:17])=[CH:3][C:2]=3[CH3:1])=[CH:28][CH:29]=2)[N:24]([CH3:32])[CH:23]=1)=[O:21].